This data is from Peptide-MHC class II binding affinity with 134,281 pairs from IEDB. The task is: Regression. Given a peptide amino acid sequence and an MHC pseudo amino acid sequence, predict their binding affinity value. This is MHC class II binding data. (1) The peptide sequence is ANCLRKNGKKVIQLS. The MHC is DRB1_0101 with pseudo-sequence DRB1_0101. The binding affinity (normalized) is 0.529. (2) The peptide sequence is ITMLTNGQCQNITVV. The MHC is HLA-DPA10301-DPB10402 with pseudo-sequence HLA-DPA10301-DPB10402. The binding affinity (normalized) is 0.191. (3) The peptide sequence is KAYQQGVTVDSI. The MHC is DRB1_0101 with pseudo-sequence DRB1_0101. The binding affinity (normalized) is 0.639. (4) The peptide sequence is AAAAGWQTLSAALDA. The MHC is HLA-DQA10401-DQB10402 with pseudo-sequence HLA-DQA10401-DQB10402. The binding affinity (normalized) is 0.377. (5) The peptide sequence is GPVTILNWSFVRNDQ. The MHC is DRB1_0701 with pseudo-sequence DRB1_0701. The binding affinity (normalized) is 0.0891. (6) The peptide sequence is FFDLPLPWTSGATTE. The MHC is DRB1_0401 with pseudo-sequence DRB1_0401. The binding affinity (normalized) is 0.291.